This data is from Reaction yield outcomes from USPTO patents with 853,638 reactions. The task is: Predict the reaction yield, written as a fraction of the theoretical maximum amount of product (1.0 means a 100% yield; for example, 0.34 means a 34% yield). The reactants are C([N:8]1[C:16]2[C:11](=[CH:12][C:13](Cl)=[CH:14][CH:15]=2)[C:10]2([C:23]3[NH:24][C:25]4[C:30]([C:22]=3[CH2:21][CH2:20][CH2:19][NH:18]2)=[CH:29][CH:28]=[CH:27][CH:26]=4)[C:9]1=[O:31])C1C=CC=CC=1.[C:32]1(B(O)O)[CH:37]=[CH:36][CH:35]=[CH:34][CH:33]=1.[C:41](=O)(O)[O-].[Na+]. The catalyst is CN(C=O)C.C1C=CC([P]([Pd]([P](C2C=CC=CC=2)(C2C=CC=CC=2)C2C=CC=CC=2)([P](C2C=CC=CC=2)(C2C=CC=CC=2)C2C=CC=CC=2)[P](C2C=CC=CC=2)(C2C=CC=CC=2)C2C=CC=CC=2)(C2C=CC=CC=2)C2C=CC=CC=2)=CC=1. The product is [CH3:41][CH:19]1[NH:18][C:10]2([C:11]3[C:16](=[CH:15][CH:14]=[C:13]([C:32]4[CH:37]=[CH:36][CH:35]=[CH:34][CH:33]=4)[CH:12]=3)[NH:8][C:9]2=[O:31])[C:23]2[NH:24][C:25]3[C:30]([C:22]=2[CH2:21][CH2:20]1)=[CH:29][CH:28]=[CH:27][CH:26]=3. The yield is 0.330.